This data is from Reaction yield outcomes from USPTO patents with 853,638 reactions. The task is: Predict the reaction yield, written as a fraction of the theoretical maximum amount of product (1.0 means a 100% yield; for example, 0.34 means a 34% yield). The reactants are [N-:1]=[N+:2]=[N-:3].[Na+].[Cl-].[NH4+].[C:7]1([C:23]2[CH:28]=[CH:27][CH:26]=[CH:25][CH:24]=2)[CH:12]=[CH:11][C:10]([O:13][CH2:14][C:15]2[CH:16]=[C:17]([CH:20]=[CH:21][CH:22]=2)[C:18]#[N:19])=[CH:9][CH:8]=1.Cl. The catalyst is CN(C)C=O. The product is [C:7]1([C:23]2[CH:24]=[CH:25][CH:26]=[CH:27][CH:28]=2)[CH:12]=[CH:11][C:10]([O:13][CH2:14][C:15]2[CH:16]=[C:17]([C:18]3[NH:19][N:3]=[N:2][N:1]=3)[CH:20]=[CH:21][CH:22]=2)=[CH:9][CH:8]=1. The yield is 0.700.